Dataset: Full USPTO retrosynthesis dataset with 1.9M reactions from patents (1976-2016). Task: Predict the reactants needed to synthesize the given product. Given the product [C:29]([C:27]1[CH:26]=[CH:25][C:23]2[NH:24][C:20]([C:18]3[CH:19]=[C:14]([CH:7]([CH2:8][CH2:9][OH:10])[CH2:6][OH:5])[CH:15]=[C:16]([C:33]4[CH:38]=[C:37]([F:39])[CH:36]=[CH:35][C:34]=4[OH:40])[C:17]=3[OH:32])=[N:21][C:22]=2[CH:28]=1)(=[NH:30])[NH2:31], predict the reactants needed to synthesize it. The reactants are: Cl.C([O:5][CH2:6][CH:7]([C:14]1[CH:15]=[C:16]([C:33]2[CH:38]=[C:37]([F:39])[CH:36]=[CH:35][C:34]=2[OH:40])[C:17]([OH:32])=[C:18]([C:20]2[NH:24][C:23]3[CH:25]=[CH:26][C:27]([C:29](=[NH:31])[NH2:30])=[CH:28][C:22]=3[N:21]=2)[CH:19]=1)[CH2:8][CH2:9][O:10]C(=O)C)(=O)C.Cl.